From a dataset of Reaction yield outcomes from USPTO patents with 853,638 reactions. Predict the reaction yield, written as a fraction of the theoretical maximum amount of product (1.0 means a 100% yield; for example, 0.34 means a 34% yield). (1) The reactants are [CH:1]1([NH2:6])[CH2:5][CH2:4][CH2:3][CH2:2]1.[Cl:7][C:8]1[CH:9]=[C:10]([CH:14]=[CH:15][CH:16]=1)[C:11](Cl)=[O:12]. No catalyst specified. The product is [Cl:7][C:8]1[CH:9]=[C:10]([CH:14]=[CH:15][CH:16]=1)[C:11]([NH:6][CH:1]1[CH2:5][CH2:4][CH2:3][CH2:2]1)=[O:12]. The yield is 0.920. (2) The reactants are [Cl:1][C:2]1[CH:3]=[C:4]2[C:9](=[CH:10][CH:11]=1)[N:8]=[CH:7][C:6]([CH3:12])=[CH:5]2.[N+:13]([O-])([O-:15])=[O:14].[K+].N. The catalyst is OS(O)(=O)=O. The product is [Cl:1][C:2]1[C:3]([N+:13]([O-:15])=[O:14])=[C:4]2[C:9](=[CH:10][CH:11]=1)[N:8]=[CH:7][C:6]([CH3:12])=[CH:5]2. The yield is 0.900. (3) The reactants are [Cl:1][C:2]1[CH:7]=[CH:6][C:5]([N:8]2[CH2:13][CH2:12][C:11](=[CH:14][C:15](OC)=[O:16])[CH2:10][CH2:9]2)=[CH:4][C:3]=1[O:19][CH3:20].CC(C[AlH]CC(C)C)C. The catalyst is C1COCC1.C1(C)C=CC=CC=1. The product is [Cl:1][C:2]1[CH:7]=[CH:6][C:5]([N:8]2[CH2:9][CH2:10][C:11](=[CH:14][CH2:15][OH:16])[CH2:12][CH2:13]2)=[CH:4][C:3]=1[O:19][CH3:20]. The yield is 1.02. (4) The reactants are Cl.[NH2:2][CH2:3][CH2:4][CH2:5][NH:6][C:7]1[S:8][CH:9]=[C:10]([C:12]([C:14]2[CH:19]=[CH:18][CH:17]=[CH:16][C:15]=2[CH3:20])=[O:13])[N:11]=1.[S:21]1[CH:25]=[CH:24][CH:23]=[C:22]1[S:26](Cl)(=[O:28])=[O:27].C(O)=O. The catalyst is CO.O1CCOCC1.CCN(CC)CC. The product is [CH3:20][C:15]1[CH:16]=[CH:17][CH:18]=[CH:19][C:14]=1[C:12]([C:10]1[N:11]=[C:7]([NH:6][CH2:5][CH2:4][CH2:3][NH:2][S:26]([C:22]2[S:21][CH:25]=[CH:24][CH:23]=2)(=[O:28])=[O:27])[S:8][CH:9]=1)=[O:13]. The yield is 0.290. (5) The reactants are C(N(CC)CC)C.[CH:8]([C:10]1[C:18]2[C:13](=[CH:14][CH:15]=[CH:16][CH:17]=2)[N:12](C(OC(C)(C)C)=O)[CH:11]=1)=[O:9].[CH3:26][O:27][C:28]1[CH:29]=[C:30]([CH:35]=[C:36]([N:38]=[CH:39][C:40]2[CH:45]=[N:44][C:43]([O:46][CH3:47])=[CH:42][N:41]=2)[CH:37]=1)[O:31][CH2:32][CH2:33][OH:34]. The catalyst is [Cl-].C([N+]1C(C)=C(CCO)SC=1)C1C=CC=CC=1.C(O)C. The product is [OH:34][CH2:33][CH2:32][O:31][C:30]1[CH:35]=[C:36]([NH:38][CH:39]([C:40]2[CH:45]=[N:44][C:43]([O:46][CH3:47])=[CH:42][N:41]=2)[C:8]([C:10]2[C:18]3[C:13](=[CH:14][CH:15]=[CH:16][CH:17]=3)[NH:12][CH:11]=2)=[O:9])[CH:37]=[C:28]([O:27][CH3:26])[CH:29]=1. The yield is 0.0300.